From a dataset of Catalyst prediction with 721,799 reactions and 888 catalyst types from USPTO. Predict which catalyst facilitates the given reaction. (1) Reactant: [F:1][C:2]1[CH:7]=[CH:6][C:5]([C:8]2[N:9]=[C:10]3[C:15](=[N:16][CH:17]=2)[N:14]=[C:13]([SH:18])[N:12]=[C:11]3[OH:19])=[CH:4][CH:3]=1.I[CH3:21].O. Product: [F:1][C:2]1[CH:7]=[CH:6][C:5]([C:8]2[N:9]=[C:10]3[C:15](=[N:16][CH:17]=2)[N:14]=[C:13]([S:18][CH3:21])[N:12]=[C:11]3[OH:19])=[CH:4][CH:3]=1. The catalyst class is: 3. (2) Reactant: C(OC([NH:8][CH2:9][C@H:10]1[CH2:15][CH2:14][C@H:13]([C:16]([NH:18][C@H:19]([C:49](=[O:61])[NH:50][C:51]2[CH:59]=[C:58]3[C:54]([C:55](=[O:60])[NH:56][NH:57]3)=[CH:53][CH:52]=2)[CH2:20][C:21]2[CH:26]=[CH:25][C:24]([C:27]3[CH:32]=[CH:31][C:30]([C:33]([NH:35][C@H:36]4[CH2:40][CH2:39][N:38](C(OC(C)(C)C)=O)[CH2:37]4)=[O:34])=[CH:29][C:28]=3[CH3:48])=[CH:23][CH:22]=2)=[O:17])[CH2:12][CH2:11]1)=O)(C)(C)C.[ClH:62]. Product: [ClH:62].[NH2:8][CH2:9][C@H:10]1[CH2:15][CH2:14][C@H:13]([C:16]([NH:18][C@H:19]([C:49](=[O:61])[NH:50][C:51]2[CH:59]=[C:58]3[C:54]([C:55](=[O:60])[NH:56][NH:57]3)=[CH:53][CH:52]=2)[CH2:20][C:21]2[CH:26]=[CH:25][C:24]([C:27]3[CH:32]=[CH:31][C:30]([C:33]([NH:35][C@H:36]4[CH2:40][CH2:39][NH:38][CH2:37]4)=[O:34])=[CH:29][C:28]=3[CH3:48])=[CH:23][CH:22]=2)=[O:17])[CH2:12][CH2:11]1. The catalyst class is: 12. (3) Reactant: [OH:1][C@H:2]1[CH2:5][C@H:4]([O:6][C:7]2[CH:38]=[CH:37][C:10]([CH2:11][C@H:12]([C:30]([O:32][C:33]([CH3:36])([CH3:35])[CH3:34])=[O:31])[CH2:13][C@@H:14]([C:23]([O:25][C:26]([CH3:29])([CH3:28])[CH3:27])=[O:24])[NH:15][C:16]([O:18][C:19]([CH3:22])([CH3:21])[CH3:20])=[O:17])=[CH:9][CH:8]=2)[CH2:3]1.C(=O)([O-])[O-].[K+].[K+].[CH3:45][C:46]1[CH:51]=[CH:50][C:49]([S:52](O[C@H]2C[C@@H](O[S:52]([C:49]3[CH:50]=[CH:51][C:46]([CH3:45])=[CH:47][CH:48]=3)(=[O:54])=[O:53])C2)(=[O:54])=[O:53])=[CH:48][CH:47]=1. Product: [C:19]([O:18][C:16]([NH:15][C@H:14]([C:23]([O:25][C:26]([CH3:27])([CH3:28])[CH3:29])=[O:24])[CH2:13][C@H:12]([CH2:11][C:10]1[CH:9]=[CH:8][C:7]([O:6][C@H:4]2[CH2:3][C@H:2]([O:1][S:52]([C:49]3[CH:50]=[CH:51][C:46]([CH3:45])=[CH:47][CH:48]=3)(=[O:54])=[O:53])[CH2:5]2)=[CH:38][CH:37]=1)[C:30]([O:32][C:33]([CH3:36])([CH3:35])[CH3:34])=[O:31])=[O:17])([CH3:22])([CH3:21])[CH3:20]. The catalyst class is: 35.